From a dataset of Full USPTO retrosynthesis dataset with 1.9M reactions from patents (1976-2016). Predict the reactants needed to synthesize the given product. (1) Given the product [Cl:1][C:2]1[CH:3]=[CH:4][C:5]([C:8]2[C:12]([CH2:13][O:14][C:15]3[CH:23]=[CH:22][C:18]([C:19]([NH:48][C:49]([CH3:53])([CH3:52])[CH2:50][OH:51])=[O:21])=[CH:17][N:16]=3)=[C:11]([CH3:24])[O:10][N:9]=2)=[CH:6][CH:7]=1, predict the reactants needed to synthesize it. The reactants are: [Cl:1][C:2]1[CH:7]=[CH:6][C:5]([C:8]2[C:12]([CH2:13][O:14][C:15]3[CH:23]=[CH:22][C:18]([C:19]([OH:21])=O)=[CH:17][N:16]=3)=[C:11]([CH3:24])[O:10][N:9]=2)=[CH:4][CH:3]=1.CC1ON=C(C2C=CC=CC=2)C=1COC1C=CC(C(O)=O)=CN=1.[NH2:48][C:49]([CH3:53])([CH3:52])[CH2:50][OH:51]. (2) Given the product [F:19][C:20]1[CH:21]=[CH:22][C:23]([C:26]2[O:30][N:29]=[C:28]([C:31]([N:9]3[CH2:8][C@H:7]([C:1]4[CH:2]=[CH:3][CH:4]=[CH:5][CH:6]=4)[NH:12][C:11](=[O:13])[C@@H:10]3[C:14]3[S:15][CH:16]=[CH:17][CH:18]=3)=[O:32])[N:27]=2)=[CH:24][CH:25]=1, predict the reactants needed to synthesize it. The reactants are: [C:1]1([C@@H:7]2[NH:12][C:11](=[O:13])[C@H:10]([C:14]3[S:15][CH:16]=[CH:17][CH:18]=3)[NH:9][CH2:8]2)[CH:6]=[CH:5][CH:4]=[CH:3][CH:2]=1.[F:19][C:20]1[CH:25]=[CH:24][C:23]([C:26]2[O:30][N:29]=[C:28]([C:31](O)=[O:32])[N:27]=2)=[CH:22][CH:21]=1.C([C@@H]1N(C(=O)/C=C/C2C=CC=CC=2)C[C@H](CC(C)C)NC1=O)C(C)C.